This data is from Full USPTO retrosynthesis dataset with 1.9M reactions from patents (1976-2016). The task is: Predict the reactants needed to synthesize the given product. (1) Given the product [CH3:53][O:52][C:51]1[CH:50]=[CH:49][C:48]([C:54]2[CH:59]=[CH:58][C:57]([C:60]([O:62][CH3:63])=[O:61])=[CH:56][C:55]=2[CH3:64])=[CH:47][C:46]=1[C:37]1[CH:38]=[CH:39][C:40]([C:42]([F:45])([F:43])[F:44])=[CH:41][C:36]=1[CH2:35][N:5]1[C@@H:3]([CH3:4])[C@@H:2]([C:16]2[CH:21]=[CH:20][CH:19]=[C:18]([O:22][CH3:23])[CH:17]=2)[O:7][C:6]1=[O:15], predict the reactants needed to synthesize it. The reactants are: O[C@H:2]([C:16]1[CH:21]=[CH:20][CH:19]=[C:18]([O:22][CH3:23])[CH:17]=1)[C@@H:3]([NH:5][C:6](=[O:15])[O:7]CC1C=CC=CC=1)[CH3:4].C[Si]([N-][Si](C)(C)C)(C)C.[Na+].Br[CH2:35][C:36]1[CH:41]=[C:40]([C:42]([F:45])([F:44])[F:43])[CH:39]=[CH:38][C:37]=1[C:46]1[CH:47]=[C:48]([C:54]2[CH:59]=[CH:58][C:57]([C:60]([O:62][CH3:63])=[O:61])=[CH:56][C:55]=2[CH3:64])[CH:49]=[CH:50][C:51]=1[O:52][CH3:53]. (2) Given the product [C:13]([NH:3][C:4]1[CH:5]=[C:6]([CH:10]=[CH:11][CH:12]=1)[C:7]([OH:9])=[O:8])(=[O:20])[C:14]1[CH:19]=[CH:18][CH:17]=[CH:16][CH:15]=1, predict the reactants needed to synthesize it. The reactants are: [OH-].[Na+].[NH2:3][C:4]1[CH:5]=[C:6]([CH:10]=[CH:11][CH:12]=1)[C:7]([OH:9])=[O:8].[C:13](Cl)(=[O:20])[C:14]1[CH:19]=[CH:18][CH:17]=[CH:16][CH:15]=1.Cl.